From a dataset of Merck oncology drug combination screen with 23,052 pairs across 39 cell lines. Regression. Given two drug SMILES strings and cell line genomic features, predict the synergy score measuring deviation from expected non-interaction effect. (1) Cell line: OV90. Drug 1: O=C(CCCCCCC(=O)Nc1ccccc1)NO. Drug 2: CC(C)CC(NC(=O)C(Cc1ccccc1)NC(=O)c1cnccn1)B(O)O. Synergy scores: synergy=4.95. (2) Drug 1: N#Cc1ccc(Cn2cncc2CN2CCN(c3cccc(Cl)c3)C(=O)C2)cc1. Drug 2: Nc1ccn(C2OC(CO)C(O)C2(F)F)c(=O)n1. Cell line: UWB1289. Synergy scores: synergy=-2.94.